From a dataset of NCI-60 drug combinations with 297,098 pairs across 59 cell lines. Regression. Given two drug SMILES strings and cell line genomic features, predict the synergy score measuring deviation from expected non-interaction effect. Synergy scores: CSS=27.0, Synergy_ZIP=-0.702, Synergy_Bliss=2.23, Synergy_Loewe=-11.5, Synergy_HSA=3.01. Cell line: NCI-H226. Drug 2: C1C(C(OC1N2C=NC3=C2NC=NCC3O)CO)O. Drug 1: CCC1=CC2CC(C3=C(CN(C2)C1)C4=CC=CC=C4N3)(C5=C(C=C6C(=C5)C78CCN9C7C(C=CC9)(C(C(C8N6C)(C(=O)OC)O)OC(=O)C)CC)OC)C(=O)OC.C(C(C(=O)O)O)(C(=O)O)O.